From a dataset of Full USPTO retrosynthesis dataset with 1.9M reactions from patents (1976-2016). Predict the reactants needed to synthesize the given product. (1) Given the product [CH2:20]([NH:22][C:23]([N:3]1[C:11]2[C:6](=[CH:7][C:8]([O:12][C:13]3[CH:18]=[CH:17][N:16]=[C:15]([NH2:19])[N:14]=3)=[CH:9][CH:10]=2)[CH:5]=[CH:4]1)=[O:24])[CH3:21], predict the reactants needed to synthesize it. The reactants are: [H-].[Na+].[NH:3]1[C:11]2[C:6](=[CH:7][C:8]([O:12][C:13]3[CH:18]=[CH:17][N:16]=[C:15]([NH2:19])[N:14]=3)=[CH:9][CH:10]=2)[CH:5]=[CH:4]1.[CH2:20]([NH:22][C:23](=O)[O:24]C1C=CC=CC=1)[CH3:21]. (2) Given the product [CH:1]1([CH2:7][O:8][C:16]2[N:24]=[C:23]3[C:19]([N:20]=[CH:21][N:22]3[CH:25]3[CH2:30][CH2:29][CH2:28][CH2:27][O:26]3)=[C:18]([NH2:31])[N:17]=2)[CH2:6][CH2:5][CH2:4][CH2:3][CH2:2]1, predict the reactants needed to synthesize it. The reactants are: [CH:1]1([CH2:7][OH:8])[CH2:6][CH2:5][CH2:4][CH2:3][CH2:2]1.CC(C)([O-])C.[Na+].Cl[C:16]1[N:24]=[C:23]2[C:19]([N:20]=[CH:21][N:22]2[CH:25]2[CH2:30][CH2:29][CH2:28][CH2:27][O:26]2)=[C:18]([NH2:31])[N:17]=1.